From a dataset of NCI-60 drug combinations with 297,098 pairs across 59 cell lines. Regression. Given two drug SMILES strings and cell line genomic features, predict the synergy score measuring deviation from expected non-interaction effect. (1) Drug 1: CC1=C2C(C(=O)C3(C(CC4C(C3C(C(C2(C)C)(CC1OC(=O)C(C(C5=CC=CC=C5)NC(=O)OC(C)(C)C)O)O)OC(=O)C6=CC=CC=C6)(CO4)OC(=O)C)OC)C)OC. Drug 2: C1CNP(=O)(OC1)N(CCCl)CCCl. Cell line: HOP-62. Synergy scores: CSS=22.9, Synergy_ZIP=-2.30, Synergy_Bliss=-6.58, Synergy_Loewe=-32.6, Synergy_HSA=-5.50. (2) Drug 1: CCC(=C(C1=CC=CC=C1)C2=CC=C(C=C2)OCCN(C)C)C3=CC=CC=C3.C(C(=O)O)C(CC(=O)O)(C(=O)O)O. Drug 2: C(=O)(N)NO. Cell line: SNB-75. Synergy scores: CSS=-0.481, Synergy_ZIP=-0.400, Synergy_Bliss=-0.893, Synergy_Loewe=0.393, Synergy_HSA=-1.00. (3) Drug 1: CC1=C(C=C(C=C1)NC2=NC=CC(=N2)N(C)C3=CC4=NN(C(=C4C=C3)C)C)S(=O)(=O)N.Cl. Drug 2: C(CCl)NC(=O)N(CCCl)N=O. Cell line: NCI-H322M. Synergy scores: CSS=-6.07, Synergy_ZIP=4.02, Synergy_Bliss=0.608, Synergy_Loewe=-4.74, Synergy_HSA=-5.56.